From a dataset of Catalyst prediction with 721,799 reactions and 888 catalyst types from USPTO. Predict which catalyst facilitates the given reaction. (1) Reactant: [Cl:1][C:2]1[C:3]([N:13]2[CH2:18][CH2:17][NH:16][CH2:15][CH2:14]2)=[N:4][CH:5]=[C:6]([CH:12]=1)[C:7]([O:9][CH2:10][CH3:11])=[O:8].[CH3:19][C:20]1[CH:25]=[CH:24][C:23]([S:26]([N:29]=[C:30]=[O:31])(=[O:28])=[O:27])=[CH:22][CH:21]=1. Product: [Cl:1][C:2]1[C:3]([N:13]2[CH2:18][CH2:17][N:16]([C:30]([NH:29][S:26]([C:23]3[CH:24]=[CH:25][C:20]([CH3:19])=[CH:21][CH:22]=3)(=[O:28])=[O:27])=[O:31])[CH2:15][CH2:14]2)=[N:4][CH:5]=[C:6]([CH:12]=1)[C:7]([O:9][CH2:10][CH3:11])=[O:8]. The catalyst class is: 2. (2) Reactant: Br[C:2]1[CH:7]=[CH:6][C:5]([C:8]2[CH:13]=[CH:12][C:11]([Br:14])=[CH:10][CH:9]=2)=[CH:4][CH:3]=1.[Li][CH2:16][CH2:17]CC.ICC.O. Product: [Br:14][C:11]1[CH:12]=[CH:13][C:8]([C:5]2[CH:6]=[CH:7][C:2]([CH2:16][CH3:17])=[CH:3][CH:4]=2)=[CH:9][CH:10]=1. The catalyst class is: 1. (3) Reactant: [CH3:1][O:2][C:3]1[N:8]=[C:7]([C:9]2[N:29]=[C:12]3[C:13]([C:19]4[CH:24]=[CH:23][CH:22]=[CH:21][C:20]=4[C:25]([F:28])([F:27])[F:26])(O)[CH2:14][CH2:15][CH2:16][CH2:17][N:11]3[N:10]=2)[CH:6]=[CH:5][C:4]=1[N:30]1[CH:34]=[C:33]([CH3:35])[N:32]=[CH:31]1.C1(C)C=CC(S(O)(=O)=O)=CC=1.C1(C)C=CC=CC=1.C(=O)(O)[O-].[Na+]. Product: [CH3:1][O:2][C:3]1[N:8]=[C:7]([C:9]2[N:29]=[C:12]3[C:13]([C:19]4[CH:24]=[CH:23][CH:22]=[CH:21][C:20]=4[C:25]([F:27])([F:26])[F:28])=[CH:14][CH2:15][CH2:16][CH2:17][N:11]3[N:10]=2)[CH:6]=[CH:5][C:4]=1[N:30]1[CH:34]=[C:33]([CH3:35])[N:32]=[CH:31]1. The catalyst class is: 13. (4) Reactant: B1C2CCCC1CCC2.[CH3:10][O:11][C:12]1[CH:17]=[CH:16][C:15]([CH:18]([OH:22])[CH2:19][CH:20]=[CH2:21])=[C:14]([CH3:23])[C:13]=1[CH3:24].[O-]P([O-])([O-])=O.[K+].[K+].[K+].Cl[C:34]1[CH:39]=[N:38][CH:37]=[CH:36][N:35]=1.[OH-].[Na+].OO. Product: [CH3:10][O:11][C:12]1[CH:17]=[CH:16][C:15]([CH:18]([OH:22])[CH2:19][CH2:20][CH2:21][C:34]2[CH:39]=[N:38][CH:37]=[CH:36][N:35]=2)=[C:14]([CH3:23])[C:13]=1[CH3:24]. The catalyst class is: 176.